This data is from Tyrosyl-DNA phosphodiesterase HTS with 341,365 compounds. The task is: Binary Classification. Given a drug SMILES string, predict its activity (active/inactive) in a high-throughput screening assay against a specified biological target. (1) The drug is O(C1CCCCC1)C(=O)C=1C(C2=C(NC1C)CC(CC2=O)(C)C)c1occc1. The result is 0 (inactive). (2) The molecule is S(=O)(=O)(N1C(c2n(CC1)ccc2)C)c1c(cccc1)C(OC)=O. The result is 0 (inactive). (3) The molecule is Clc1cc(Nc2nc(N3CCN(CC3)c3ccc(OC)cc3)nc(OCC)n2)ccc1OC. The result is 0 (inactive). (4) The compound is S(=O)(=O)(N1CCOCC1)c1ccc(c2n(c(SCC(=O)N3CCC(CC3)C)nn2)C)cc1. The result is 0 (inactive). (5) The molecule is o1c(c(NC(=O)COc2c(c(ccc2)C)C)c2c1cccc2)C(=O)c1ccc(OC)cc1. The result is 0 (inactive).